The task is: Predict the reaction yield, written as a fraction of the theoretical maximum amount of product (1.0 means a 100% yield; for example, 0.34 means a 34% yield).. This data is from Reaction yield outcomes from USPTO patents with 853,638 reactions. (1) The reactants are [Cl:1][CH2:2][CH:3]([OH:19])[CH2:4][N:5]1[CH2:10][CH2:9][N:8]([C:11]([O:13][C:14]([CH3:17])([CH3:16])[CH3:15])=[O:12])[CH2:7][C:6]1=[O:18].CC(OI1(OC(C)=O)(OC(C)=O)OC(=O)C2C=CC=CC1=2)=O. The catalyst is C(#N)C.C(OCC)(=O)C. The product is [Cl:1][CH2:2][C:3](=[O:19])[CH2:4][N:5]1[CH2:10][CH2:9][N:8]([C:11]([O:13][C:14]([CH3:15])([CH3:17])[CH3:16])=[O:12])[CH2:7][C:6]1=[O:18]. The yield is 0.183. (2) The product is [Br:1][C:2]1[C:3]2[NH:16][N:21]=[N:15][C:4]=2[C:5]([N:8]2[CH2:9][CH2:10][N:11]([CH3:14])[CH2:12][CH2:13]2)=[N:6][CH:7]=1. The reactants are [Br:1][C:2]1[C:3]([NH2:16])=[C:4]([NH2:15])[C:5]([N:8]2[CH2:13][CH2:12][N:11]([CH3:14])[CH2:10][CH2:9]2)=[N:6][CH:7]=1.CC(O)=O.[N:21]([O-])=O.[Na+].C([O-])([O-])=O.[Na+].[Na+]. The catalyst is O. The yield is 0.880. (3) The reactants are Cl[C:2]([O:4][C:5]([CH3:7])=[CH2:6])=[O:3].[NH2:8][C:9]1[CH:18]=[C:17]2[C:12]([CH:13]=[C:14]([C:20]3[CH:21]=[CH:22][C:23]([F:36])=[C:24]([NH:26][C:27]([NH:29][CH2:30][CH2:31][C:32]([CH3:35])([CH3:34])[CH3:33])=[O:28])[CH:25]=3)[C:15]([CH3:19])=[N:16]2)=[CH:11][N:10]=1. The catalyst is N1C=CC=CC=1. The product is [CH2:6]=[C:5]([O:4][C:2](=[O:3])[NH:8][C:9]1[CH:18]=[C:17]2[C:12]([CH:13]=[C:14]([C:20]3[CH:21]=[CH:22][C:23]([F:36])=[C:24]([NH:26][C:27]([NH:29][CH2:30][CH2:31][C:32]([CH3:35])([CH3:34])[CH3:33])=[O:28])[CH:25]=3)[C:15]([CH3:19])=[N:16]2)=[CH:11][N:10]=1)[CH3:7]. The yield is 0.760. (4) The reactants are [H-].[Na+].[C:3]([O:11][CH2:12][CH3:13])(=[O:10])[CH2:4][C:5]([O:7][CH2:8][CH3:9])=[O:6].[F:14][C:15]1[C:22]([CH3:23])=[CH:21][CH:20]=[CH:19][C:16]=1[CH2:17]Br.O. The catalyst is C(COC)OC. The product is [CH2:12]([O:11][C:3](=[O:10])[CH:4]([CH2:17][C:16]1[CH:19]=[CH:20][CH:21]=[C:22]([CH3:23])[C:15]=1[F:14])[C:5]([O:7][CH2:8][CH3:9])=[O:6])[CH3:13]. The yield is 0.700. (5) The reactants are [C:1]([CH2:3][N:4]1[CH2:8][C@@H:7]([C:9]2[CH:14]=[CH:13][C:12]([F:15])=[C:11]([F:16])[CH:10]=2)[C@H:6]([NH:17]C(=O)OC(C)(C)C)[CH2:5]1)#[N:2].[ClH:25]. No catalyst specified. The product is [ClH:25].[NH2:17][C@H:6]1[C@H:7]([C:9]2[CH:14]=[CH:13][C:12]([F:15])=[C:11]([F:16])[CH:10]=2)[CH2:8][N:4]([CH2:3][C:1]#[N:2])[CH2:5]1. The yield is 0.990.